This data is from Reaction yield outcomes from USPTO patents with 853,638 reactions. The task is: Predict the reaction yield, written as a fraction of the theoretical maximum amount of product (1.0 means a 100% yield; for example, 0.34 means a 34% yield). (1) The reactants are [Cl:1][C:2]1[CH:3]=[C:4]([CH:8]=[CH:9][N:10]=1)[C:5](O)=[O:6].Cl.[OH-].[Na+]. The catalyst is C1COCC1. The product is [Cl:1][C:2]1[CH:3]=[C:4]([CH2:5][OH:6])[CH:8]=[CH:9][N:10]=1. The yield is 0.600. (2) The reactants are [CH3:1][N:2]([CH3:16])[C:3]1[C:12]2[C:7](=[CH:8][CH:9]=[CH:10][CH:11]=2)[C:6]([C:13]([OH:15])=O)=[CH:5][CH:4]=1.ON1[C:22](=[O:23])[CH2:21][CH2:20][C:19]1=O.C1(N=C=[N:33][CH:34]2CCCCC2)CCCCC1.C1(/C=C/C=C/[C:50](Cl)=[O:51])C=CC=CC=1.C(N(CC)CC)C. The catalyst is C(Cl)Cl. The product is [CH3:50][O:51][C:22](=[O:23])[CH2:21][CH2:20][CH2:19][CH2:34][NH:33][C:13]([C:6]1[C:7]2[C:12](=[CH:11][CH:10]=[CH:9][CH:8]=2)[C:3]([N:2]([CH3:1])[CH3:16])=[CH:4][CH:5]=1)=[O:15]. The yield is 0.630. (3) The reactants are [CH3:1][C:2]1[CH:22]=[C:21]([CH3:23])[CH:20]=[CH:19][C:3]=1[O:4][C:5]1[C:14]2[C:9](=[CH:10][C:11]([O:17][CH3:18])=[C:12]([O:15][CH3:16])[CH:13]=2)[N:8]=[CH:7][CH:6]=1.[ClH:24].CO. No catalyst specified. The product is [ClH:24].[CH3:16][O:15][C:12]1[CH:13]=[C:14]2[C:9](=[CH:10][C:11]=1[O:17][CH3:18])[N:8]=[CH:7][CH:6]=[C:5]2[O:4][C:3]1[CH:19]=[CH:20][C:21]([CH3:23])=[CH:22][C:2]=1[CH3:1]. The yield is 0.850. (4) The reactants are I[C:2]1[C:3]([C:17]([O:19][CH2:20][CH3:21])=[O:18])=[N:4][N:5]([CH2:8][C:9]2[CH:14]=[CH:13][C:12]([O:15][CH3:16])=[CH:11][CH:10]=2)[C:6]=1[CH3:7].[Cl:22][C:23]1[CH:30]=[CH:29][C:26]([CH:27]=[O:28])=[CH:25][CH:24]=1. The catalyst is C1COCC1. The product is [Cl:22][C:23]1[CH:30]=[CH:29][C:26]([CH:27]([OH:28])[C:2]2[C:3]([C:17]([O:19][CH2:20][CH3:21])=[O:18])=[N:4][N:5]([CH2:8][C:9]3[CH:14]=[CH:13][C:12]([O:15][CH3:16])=[CH:11][CH:10]=3)[C:6]=2[CH3:7])=[CH:25][CH:24]=1. The yield is 0.700. (5) The reactants are [S:1]1[C:5]([C:6]([O:8]CC)=[O:7])=[CH:4][C:3]2[CH:11]3[CH2:15][CH:14]([C:2]1=2)[CH2:13][CH2:12]3.C(O)C.[OH-].[Li+].Cl. The catalyst is O.C1COCC1. The product is [S:1]1[C:5]([C:6]([OH:8])=[O:7])=[CH:4][C:3]2[CH:11]3[CH2:15][CH:14]([C:2]1=2)[CH2:13][CH2:12]3. The yield is 0.940. (6) The product is [CH3:12][O:13][N:14]([CH3:26])[C:15](=[O:25])[C:16]([C:18]1[CH:23]=[CH:22][C:21]([C:9](=[O:10])[CH2:8][CH2:7][CH2:6][Cl:5])=[CH:20][CH:19]=1)([CH3:24])[CH3:17]. The reactants are [Al+3].[Cl-].[Cl-].[Cl-].[Cl:5][CH2:6][CH2:7][CH2:8][C:9](Cl)=[O:10].[CH3:12][O:13][N:14]([CH3:26])[C:15](=[O:25])[C:16]([CH3:24])([C:18]1[CH:23]=[CH:22][CH:21]=[CH:20][CH:19]=1)[CH3:17]. The catalyst is C(Cl)Cl. The yield is 0.630.